Dataset: Catalyst prediction with 721,799 reactions and 888 catalyst types from USPTO. Task: Predict which catalyst facilitates the given reaction. (1) Reactant: C([O-])([O-])=O.[K+].[K+].[OH:7][C:8]1[CH:13]=[CH:12][C:11]([CH2:14][C:15]([O:17][CH3:18])=[O:16])=[CH:10][CH:9]=1.[C:19](OC(=O)C)(=[O:21])[CH3:20]. Product: [C:19]([O:7][C:8]1[CH:9]=[CH:10][C:11]([CH2:14][C:15]([O:17][CH3:18])=[O:16])=[CH:12][CH:13]=1)(=[O:21])[CH3:20]. The catalyst class is: 1. (2) Reactant: Br[C:2]1[N:6]([CH3:7])[CH:5]=[N:4][CH:3]=1.C([Mg]Br)C.CON(C)[C:15]([CH:17]1[CH2:22][CH2:21][O:20][CH2:19][CH2:18]1)=[O:16]. Product: [CH3:7][N:6]1[C:2]([C:15]([CH:17]2[CH2:22][CH2:21][O:20][CH2:19][CH2:18]2)=[O:16])=[CH:3][N:4]=[CH:5]1. The catalyst class is: 1. (3) Reactant: C(N(CC)CC)C.[Cl:8][CH2:9][C:10]([NH:12][C:13]1[CH:23]=[CH:22][C:16]([C:17]([O:19][CH2:20][CH3:21])=[O:18])=[CH:15][CH:14]=1)=[O:11].[S].[NH2:25][C:26]1[CH:44]=[CH:43][C:29]([C:30]([N:32]([CH2:38][CH2:39][CH:40]([CH3:42])[CH3:41])[CH2:33][CH2:34][CH:35]([CH3:37])[CH3:36])=[O:31])=[CH:28][C:27]=1[NH:45][CH2:46][CH2:47][CH2:48][N:49]1[CH2:54][CH2:53][CH2:52][CH2:51][CH2:50]1. Product: [ClH:8].[CH3:36][CH:35]([CH3:37])[CH2:34][CH2:33][N:32]([CH2:38][CH2:39][CH:40]([CH3:42])[CH3:41])[C:30]([C:29]1[CH:43]=[CH:44][C:26]2[N:25]=[C:9]([C:10]([NH:12][C:13]3[CH:23]=[CH:22][C:16]([C:17]([O:19][CH2:20][CH3:21])=[O:18])=[CH:15][CH:14]=3)=[O:11])[N:45]([CH2:46][CH2:47][CH2:48][N:49]3[CH2:50][CH2:51][CH2:52][CH2:53][CH2:54]3)[C:27]=2[CH:28]=1)=[O:31]. The catalyst class is: 8. (4) Reactant: Cl[C:2]1[N:7]=[C:6]([NH:8][C@H:9]([C:11]2[CH:16]=[CH:15][C:14]([F:17])=[CH:13][CH:12]=2)[CH3:10])[N:5]=[C:4]([C:18]2[CH:19]=[N:20][CH:21]=[N:22][CH:23]=2)[CH:3]=1.[NH2:24][C:25]1[CH:30]=[N:29][CH:28]=[CH:27][N:26]=1.P([O-])([O-])([O-])=O.[K+].[K+].[K+]. Product: [F:17][C:14]1[CH:15]=[CH:16][C:11]([C@@H:9]([NH:8][C:6]2[N:5]=[C:4]([C:18]3[CH:19]=[N:20][CH:21]=[N:22][CH:23]=3)[CH:3]=[C:2]([NH:24][C:25]3[CH:30]=[N:29][CH:28]=[CH:27][N:26]=3)[N:7]=2)[CH3:10])=[CH:12][CH:13]=1. The catalyst class is: 12. (5) Reactant: Br[C:2]1[CH:3]=[CH:4][C:5]2[O:9][CH2:8][C:7]([CH3:11])([CH3:10])[C:6]=2[CH:12]=1.C([Li])CCC.CCCCCC.O. Product: [CH3:10][C:7]1([CH3:11])[C:6]2[CH:12]=[CH:2][CH:3]=[CH:4][C:5]=2[O:9][CH2:8]1. The catalyst class is: 7.